From a dataset of P-glycoprotein inhibition data for predicting drug efflux from Broccatelli et al.. Regression/Classification. Given a drug SMILES string, predict its absorption, distribution, metabolism, or excretion properties. Task type varies by dataset: regression for continuous measurements (e.g., permeability, clearance, half-life) or binary classification for categorical outcomes (e.g., BBB penetration, CYP inhibition). Dataset: pgp_broccatelli. (1) The compound is COC(=O)CCc1ccc(-c2nc(-c3ccc(N(C)C)cc3)c(-c3ccc(N(C)C)cc3)[nH]2)cc1. The result is 1 (inhibitor). (2) The molecule is C=C1C=C[C@@]2(C)C(=C1)CC[C@H]1[C@@H]3C[C@@H](C)[C@](O)(C(=O)CO)[C@@]3(C)C[C@H](O)C12F. The result is 0 (non-inhibitor). (3) The drug is Nc1cc(-c2ccncc2)c[nH]c1=O. The result is 0 (non-inhibitor). (4) The drug is Nc1ccc(S(=O)(=O)Nc2ccc3nccnc3c2)cc1. The result is 0 (non-inhibitor).